This data is from Reaction yield outcomes from USPTO patents with 853,638 reactions. The task is: Predict the reaction yield, written as a fraction of the theoretical maximum amount of product (1.0 means a 100% yield; for example, 0.34 means a 34% yield). (1) The reactants are [F:1][C:2]1[N:7]=[CH:6][C:5]([NH2:8])=[CH:4][CH:3]=1.[C:9]([S-:11])#[N:10].[K+].BrBr.O. The catalyst is C(O)(=O)C. The product is [F:1][C:2]1[N:7]=[C:6]2[S:11][C:9]([NH2:10])=[N:8][C:5]2=[CH:4][CH:3]=1. The yield is 0.692. (2) The reactants are [CH:1]1([C:7]2[CH:12]=[CH:11][C:10]([NH:13][C:14](=[O:23])[C:15]3[CH:20]=[CH:19][C:18]([NH:21][NH2:22])=[N:17][CH:16]=3)=[CH:9][CH:8]=2)[CH2:6][CH2:5][CH2:4][CH2:3][CH2:2]1.C([O:26][CH:27]=[C:28]1[C:32](=O)[O:31][C:30]([CH3:34])=[N:29]1)C. The catalyst is C(O)C. The product is [C:30]([NH:29][C:28]1[C:27](=[O:26])[N:21]([C:18]2[CH:19]=[CH:20][C:15]([C:14]([NH:13][C:10]3[CH:9]=[CH:8][C:7]([CH:1]4[CH2:2][CH2:3][CH2:4][CH2:5][CH2:6]4)=[CH:12][CH:11]=3)=[O:23])=[CH:16][N:17]=2)[NH:22][CH:32]=1)(=[O:31])[CH3:34]. The yield is 0.0550. (3) The reactants are B(Br)(Br)Br.C[O:6][C:7]1[C:15]2[C:11](=[CH:12][O:13][N:14]=2)[CH:10]=[CH:9][CH:8]=1.O.C(=O)([O-])[O-].[Na+].[Na+]. The catalyst is ClCCl. The product is [N:14]1[O:13][CH:12]=[C:11]2[CH:10]=[CH:9][CH:8]=[C:7]([OH:6])[C:15]=12. The yield is 0.100. (4) The reactants are CO[C:3](=[O:12])[C:4]1[CH:9]=[CH:8][CH:7]=[CH:6][C:5]=1[CH2:10]Br.[F:13][C:14]([F:26])([F:25])[C:15]1[CH:16]=[C:17]([CH2:21][CH2:22][CH2:23][NH2:24])[CH:18]=[CH:19][CH:20]=1.C([O-])([O-])=O.[K+].[K+].C(OCC)(=O)C. The catalyst is C1(C)C=CC=CC=1.CCCCCC. The product is [F:13][C:14]([F:25])([F:26])[C:15]1[CH:16]=[C:17]([CH2:21][CH2:22][CH2:23][N:24]2[CH2:10][C:5]3[C:4](=[CH:9][CH:8]=[CH:7][CH:6]=3)[C:3]2=[O:12])[CH:18]=[CH:19][CH:20]=1. The yield is 0.490. (5) The reactants are [CH2:1]=[C:2]([CH2:13][C:14]1[CH:19]=[CH:18][CH:17]=[CH:16][CH:15]=1)[C:3]([O:5][CH2:6][C:7]1[CH:12]=[CH:11][CH:10]=[CH:9][CH:8]=1)=[O:4].Cl.[CH3:21][N:22]([CH3:26])[CH2:23][CH2:24][SH:25].N1CCCCC1.[OH-].C([N+](C)(C)C)C1C=CC=CC=1. The catalyst is CO. The product is [CH3:21][N:22]([CH3:26])[CH2:23][CH2:24][S:25][CH2:1][CH:2]([CH2:13][C:14]1[CH:15]=[CH:16][CH:17]=[CH:18][CH:19]=1)[C:3]([O:5][CH2:6][C:7]1[CH:8]=[CH:9][CH:10]=[CH:11][CH:12]=1)=[O:4]. The yield is 0.240. (6) The reactants are C[O:2][C:3](=O)[CH2:4][C:5]([CH3:13])([C:7]1[O:8][C:9]([CH3:12])=[CH:10][CH:11]=1)[CH3:6].[H-].[H-].[H-].[H-].[Li+].[Al+3]. The catalyst is O1CCCC1. The product is [CH3:13][C:5]([C:7]1[O:8][C:9]([CH3:12])=[CH:10][CH:11]=1)([CH3:6])[CH2:4][CH2:3][OH:2]. The yield is 0.770.